Task: Regression. Given a peptide amino acid sequence and an MHC pseudo amino acid sequence, predict their binding affinity value. This is MHC class I binding data.. Dataset: Peptide-MHC class I binding affinity with 185,985 pairs from IEDB/IMGT (1) The peptide sequence is SSDDIPPRW. The MHC is HLA-B08:02 with pseudo-sequence HLA-B08:02. The binding affinity (normalized) is 0.0847. (2) The binding affinity (normalized) is 0.0847. The MHC is HLA-A69:01 with pseudo-sequence HLA-A69:01. The peptide sequence is ALLGERPII. (3) The peptide sequence is LYDVIPVTY. The MHC is HLA-A01:01 with pseudo-sequence HLA-A01:01. The binding affinity (normalized) is 0.540. (4) The peptide sequence is LVKSAWLSL. The MHC is HLA-A24:03 with pseudo-sequence HLA-A24:03. The binding affinity (normalized) is 0.0847. (5) The peptide sequence is LLACAVIHA. The MHC is HLA-A02:01 with pseudo-sequence HLA-A02:01. The binding affinity (normalized) is 0.490. (6) The peptide sequence is QGIVRQRVI. The MHC is HLA-B08:01 with pseudo-sequence HLA-B08:01. The binding affinity (normalized) is 0.177. (7) The peptide sequence is DSFAKQPQW. The MHC is HLA-A02:11 with pseudo-sequence HLA-A02:11. The binding affinity (normalized) is 0.0847. (8) The MHC is HLA-A01:01 with pseudo-sequence HLA-A01:01. The binding affinity (normalized) is 0.131. The peptide sequence is HISRQRLTKY.